This data is from Catalyst prediction with 721,799 reactions and 888 catalyst types from USPTO. The task is: Predict which catalyst facilitates the given reaction. (1) Reactant: [OH:1][CH2:2][C:3]1[C:4]2[N:5]([N:10]=[C:11]([C:13]([F:16])([F:15])[F:14])[CH:12]=2)[C:6]([I:9])=[CH:7][CH:8]=1. Product: [I:9][C:6]1[N:5]2[N:10]=[C:11]([C:13]([F:14])([F:15])[F:16])[CH:12]=[C:4]2[C:3]([CH:2]=[O:1])=[CH:8][CH:7]=1. The catalyst class is: 428. (2) Reactant: [CH:1]([CH:3]1[CH2:7][CH2:6][CH:5]([CH:8]([N:12]2[CH:16]=[C:15]([C:17]3[C:18]4[CH:25]=[CH:24][N:23]([CH2:26][O:27][CH2:28][CH2:29][Si:30]([CH3:33])([CH3:32])[CH3:31])[C:19]=4[N:20]=[CH:21][N:22]=3)[CH:14]=[N:13]2)[CH2:9][C:10]#[N:11])[CH2:4]1)=[O:2].[BH4-].[Na+]. Product: [OH:2][CH2:1][CH:3]1[CH2:7][CH2:6][CH:5]([CH:8]([N:12]2[CH:16]=[C:15]([C:17]3[C:18]4[CH:25]=[CH:24][N:23]([CH2:26][O:27][CH2:28][CH2:29][Si:30]([CH3:31])([CH3:33])[CH3:32])[C:19]=4[N:20]=[CH:21][N:22]=3)[CH:14]=[N:13]2)[CH2:9][C:10]#[N:11])[CH2:4]1. The catalyst class is: 5. (3) Reactant: [Cl:1][C:2]1[C:3]([F:30])=[C:4]([C:7]([O:28][CH3:29])=[C:8]([CH:10]([NH:12][C:13]2[N:21]=[CH:20][N:19]=[C:18]3[C:14]=2[N:15]=[CH:16][N:17]3C2CCCCO2)[CH3:11])[CH:9]=1)[CH:5]=O.C(O[BH-](OC(=O)C)OC(=O)C)(=O)C.[Na+].C(O)(=O)C.[NH:49]1[CH2:54][CH2:53][O:52][CH2:51][CH2:50]1.C([BH3-])#N.[Na+].FC(F)(F)C(O)=O.C1COCC1.Cl.O. Product: [Cl:1][C:2]1[C:3]([F:30])=[C:4]([CH2:5][N:49]2[CH2:54][CH2:53][O:52][CH2:51][CH2:50]2)[C:7]([O:28][CH3:29])=[C:8]([CH:10]([NH:12][C:13]2[N:21]=[CH:20][N:19]=[C:18]3[C:14]=2[N:15]=[CH:16][NH:17]3)[CH3:11])[CH:9]=1. The catalyst class is: 1.